From a dataset of Reaction yield outcomes from USPTO patents with 853,638 reactions. Predict the reaction yield, written as a fraction of the theoretical maximum amount of product (1.0 means a 100% yield; for example, 0.34 means a 34% yield). (1) The catalyst is CN(C=O)C.C(OCC)(=O)C. The product is [N:33]1[CH:31]=[CH:32][N:22]2[CH:21]=[CH:20][N:19]=[C:24]([N:25]3[CH2:29][CH2:28][C@H:27]([NH:30][C:12]([C:9]4[N:8]=[C:7]([C:1]5[CH:2]=[CH:3][CH:4]=[CH:5][CH:6]=5)[O:11][N:10]=4)=[O:14])[CH2:26]3)[C:23]=12. The yield is 0.230. The reactants are [C:1]1([C:7]2[O:11][N:10]=[C:9]([C:12]([OH:14])=O)[N:8]=2)[CH:6]=[CH:5][CH:4]=[CH:3][CH:2]=1.Cl.N1C=N[N:19]2[C:24]([N:25]3[CH2:29][CH2:28][C@H:27]([NH2:30])[CH2:26]3)=[CH:23][N:22]=[CH:21][C:20]=12.[CH2:31]([N:33](CC)C(C)C)[CH3:32].CN(C(ON1N=NC2C=CC=NC1=2)=[N+](C)C)C.F[P-](F)(F)(F)(F)F. (2) The reactants are Cl[C:2]1[N:7]=[C:6]([C:8]2[S:12][C:11]([C:13]([CH3:16])([CH3:15])[CH3:14])=[N:10][C:9]=2[C:17]2[C:18]([F:35])=[C:19]([NH:23][S:24]([C:27]3[C:32]([F:33])=[CH:31][CH:30]=[CH:29][C:28]=3[F:34])(=[O:26])=[O:25])[CH:20]=[CH:21][CH:22]=2)[CH:5]=[CH:4][N:3]=1.[NH2:36][CH2:37][CH2:38][C:39]#[N:40].[F-].[Cs+]. The catalyst is CS(C)=O.O. The product is [C:37]([CH2:38][CH2:39][NH:40][C:2]1[N:7]=[C:6]([C:8]2[S:12][C:11]([C:13]([CH3:14])([CH3:15])[CH3:16])=[N:10][C:9]=2[C:17]2[C:18]([F:35])=[C:19]([NH:23][S:24]([C:27]3[C:28]([F:34])=[CH:29][CH:30]=[CH:31][C:32]=3[F:33])(=[O:25])=[O:26])[CH:20]=[CH:21][CH:22]=2)[CH:5]=[CH:4][N:3]=1)#[N:36]. The yield is 0.120.